From a dataset of Forward reaction prediction with 1.9M reactions from USPTO patents (1976-2016). Predict the product of the given reaction. (1) Given the reactants [N:1]1([CH2:7][CH2:8][NH:9][C:10]([C:12]2[N:13](S(C3C=CC(C)=CC=3)(=O)=O)[CH:14]=[C:15]([C:17]3[CH:22]=[CH:21][C:20]([NH:23][C:24]([NH:26][C:27]4[CH:32]=[CH:31][C:30]([CH:33]([CH3:35])[CH3:34])=[CH:29][CH:28]=4)=[O:25])=[CH:19][CH:18]=3)[CH:16]=2)=[O:11])[CH2:6][CH2:5][O:4][CH2:3][CH2:2]1.C(OCC)(=O)C.C(O)CCC, predict the reaction product. The product is: [N:1]1([CH2:7][CH2:8][NH:9][C:10]([C:12]2[NH:13][CH:14]=[C:15]([C:17]3[CH:18]=[CH:19][C:20]([NH:23][C:24]([NH:26][C:27]4[CH:28]=[CH:29][C:30]([CH:33]([CH3:35])[CH3:34])=[CH:31][CH:32]=4)=[O:25])=[CH:21][CH:22]=3)[CH:16]=2)=[O:11])[CH2:6][CH2:5][O:4][CH2:3][CH2:2]1. (2) The product is: [NH2:1][C:2]1[CH:3]=[C:4]([CH3:27])[C:5]([O:11][C:12]2[CH:13]=[CH:14][C:15]([OH:26])=[C:16]([CH:23]([OH:25])[CH3:24])[C:17]=2[CH2:18][OH:19])=[C:6]2[C:10]=1[CH2:9][CH2:8][CH2:7]2. Given the reactants [NH2:1][C:2]1[CH:3]=[C:4]([CH3:27])[C:5]([O:11][C:12]2[C:17]([C:18](OCC)=[O:19])=[C:16]([C:23](=[O:25])[CH3:24])[C:15]([OH:26])=[CH:14][CH:13]=2)=[C:6]2[C:10]=1[CH2:9][CH2:8][CH2:7]2.[BH4-].[Li+].C(O)C.C(O)(=O)CC(CC(O)=O)(C(O)=O)O, predict the reaction product.